From a dataset of Reaction yield outcomes from USPTO patents with 853,638 reactions. Predict the reaction yield, written as a fraction of the theoretical maximum amount of product (1.0 means a 100% yield; for example, 0.34 means a 34% yield). (1) The reactants are [NH2:1][C:2]1[N:7]=[C:6](Cl)[CH:5]=[CH:4][N:3]=1.[Cl:9][C:10]1[CH:28]=[CH:27][CH:26]=[CH:25][C:11]=1[CH2:12][NH:13][C:14]([C:16]1[C:17]2[CH:18]=[CH:19][NH:20][C:21]=2[CH:22]=[CH:23][CH:24]=1)=[O:15].C([O-])([O-])=O.[Cs+].[Cs+]. The catalyst is CN(C=O)C.O. The product is [NH2:1][C:2]1[N:7]=[C:6]([N:20]2[C:21]3[CH:22]=[CH:23][CH:24]=[C:16]([C:14]([NH:13][CH2:12][C:11]4[CH:25]=[CH:26][CH:27]=[CH:28][C:10]=4[Cl:9])=[O:15])[C:17]=3[CH:18]=[CH:19]2)[CH:5]=[CH:4][N:3]=1. The yield is 0.690. (2) The reactants are [Br:1][C:2]1[CH:7]=[CH:6][C:5]([S:8](Cl)(=[O:10])=[O:9])=[C:4]([O:12][C:13]([F:16])([F:15])[F:14])[CH:3]=1.[CH:17]([NH2:20])([CH3:19])[CH3:18]. The catalyst is ClCCl. The product is [Br:1][C:2]1[CH:7]=[CH:6][C:5]([S:8]([NH:20][CH:17]([CH3:19])[CH3:18])(=[O:10])=[O:9])=[C:4]([O:12][C:13]([F:16])([F:15])[F:14])[CH:3]=1. The yield is 0.780. (3) The reactants are Br[C:2]1[CH:24]=[N:23][C:5]2[N:6]([CH2:15][O:16][CH2:17][CH2:18][Si:19]([CH3:22])([CH3:21])[CH3:20])[C:7]3[CH:12]=[N:11][C:10]([C:13]#[N:14])=[CH:9][C:8]=3[C:4]=2[CH:3]=1.[CH3:25][C:26]([OH:30])([C:28]#[CH:29])[CH3:27]. The catalyst is O1CCOCC1.C(Cl)Cl.O.[Cu]I.C1C=CC([P]([Pd]([P](C2C=CC=CC=2)(C2C=CC=CC=2)C2C=CC=CC=2)([P](C2C=CC=CC=2)(C2C=CC=CC=2)C2C=CC=CC=2)[P](C2C=CC=CC=2)(C2C=CC=CC=2)C2C=CC=CC=2)(C2C=CC=CC=2)C2C=CC=CC=2)=CC=1. The product is [OH:30][C:26]([CH3:27])([CH3:25])[C:28]#[C:29][C:2]1[CH:24]=[N:23][C:5]2[N:6]([CH2:15][O:16][CH2:17][CH2:18][Si:19]([CH3:22])([CH3:21])[CH3:20])[C:7]3[CH:12]=[N:11][C:10]([C:13]#[N:14])=[CH:9][C:8]=3[C:4]=2[CH:3]=1. The yield is 1.24. (4) The reactants are [CH3:1][NH2:2].[CH3:3][O:4][C:5]1[CH:21]=[CH:20][C:8]([CH2:9][O:10][C:11]2[CH:18]=[CH:17][C:14]([CH:15]=O)=[CH:13][C:12]=2[Br:19])=[CH:7][CH:6]=1.[BH4-].[Na+]. The catalyst is CO. The product is [CH3:3][O:4][C:5]1[CH:21]=[CH:20][C:8]([CH2:9][O:10][C:11]2[CH:18]=[CH:17][C:14]([CH2:15][NH:2][CH3:1])=[CH:13][C:12]=2[Br:19])=[CH:7][CH:6]=1. The yield is 0.880.